Dataset: Reaction yield outcomes from USPTO patents with 853,638 reactions. Task: Predict the reaction yield, written as a fraction of the theoretical maximum amount of product (1.0 means a 100% yield; for example, 0.34 means a 34% yield). (1) The reactants are [NH2:1][C:2]1[CH:3]=[CH:4][C:5]2[CH2:11][NH:10][CH2:9][CH2:8][N:7]([CH3:12])[C:6]=2[CH:13]=1.COC(O)C.Cl[C:20]1[N:25]=[C:24]([NH:26][C@@H:27]2[CH2:32][CH2:31][CH2:30][CH2:29][C@H:28]2[NH:33][S:34]([CH3:37])(=[O:36])=[O:35])[C:23]([Cl:38])=[CH:22][N:21]=1.Cl.O1CCOCC1.N. The catalyst is CO.ClCCl. The product is [Cl:38][C:23]1[C:24]([NH:26][C@@H:27]2[CH2:32][CH2:31][CH2:30][CH2:29][C@H:28]2[NH:33][S:34]([CH3:37])(=[O:36])=[O:35])=[N:25][C:20]([NH:1][C:2]2[CH:3]=[CH:4][C:5]3[CH2:11][NH:10][CH2:9][CH2:8][N:7]([CH3:12])[C:6]=3[CH:13]=2)=[N:21][CH:22]=1. The yield is 0.740. (2) The reactants are Br[C:2]1[C:7]([F:8])=[CH:6][CH:5]=[CH:4][C:3]=1[NH:9][C:10](=[O:14])[CH2:11][CH2:12][CH3:13].[CH3:15][C:16]([CH3:21])([CH3:20])[C:17]#[C:18]C. The catalyst is CCN(CC)CC.[Cu]I.Cl[Pd](Cl)([P](C1C=CC=CC=1)(C1C=CC=CC=1)C1C=CC=CC=1)[P](C1C=CC=CC=1)(C1C=CC=CC=1)C1C=CC=CC=1. The product is [CH3:15][C:16]([CH3:21])([CH3:20])[C:17]#[C:18][C:2]1[C:7]([F:8])=[CH:6][CH:5]=[CH:4][C:3]=1[NH:9][C:10](=[O:14])[CH2:11][CH2:12][CH3:13]. The yield is 0.550. (3) The reactants are Br[C:2]1[CH:24]=[CH:23][C:5]2[C:6]3[N:7]([CH:11]=[C:12]([C:14]4[N:18]([CH:19]([CH3:21])[CH3:20])[N:17]=[C:16]([CH3:22])[N:15]=4)[N:13]=3)[CH2:8][CH2:9][O:10][C:4]=2[CH:3]=1.C(=O)([O-])[O-].[Cs+].[Cs+].[CH2:31]1COC[CH2:32]1. The catalyst is O.[Cl-].[Na+].O.C1C=CC([P]([Pd]([P](C2C=CC=CC=2)(C2C=CC=CC=2)C2C=CC=CC=2)([P](C2C=CC=CC=2)(C2C=CC=CC=2)C2C=CC=CC=2)[P](C2C=CC=CC=2)(C2C=CC=CC=2)C2C=CC=CC=2)(C2C=CC=CC=2)C2C=CC=CC=2)=CC=1. The product is [CH:19]([N:18]1[C:14]([C:12]2[N:13]=[C:6]3[C:5]4[CH:23]=[CH:24][C:2]([CH:31]=[CH2:32])=[CH:3][C:4]=4[O:10][CH2:9][CH2:8][N:7]3[CH:11]=2)=[N:15][C:16]([CH3:22])=[N:17]1)([CH3:21])[CH3:20]. The yield is 0.890. (4) The reactants are [CH2:1]([C:8]1[CH:16]=[CH:15][C:11]([C:12]([OH:14])=O)=[CH:10][CH:9]=1)[C:2]1[CH:7]=[CH:6][CH:5]=[CH:4][CH:3]=1.[CH3:17][O:18][C:19]1[CH:20]=[C:21]([C:27]2([CH2:32][NH2:33])[CH2:31][CH2:30][CH2:29][CH2:28]2)[CH:22]=[CH:23][C:24]=1[O:25][CH3:26].C(N(CC)CC)C.F[P-](F)(F)(F)(F)F.N1(OC(N(C)C)=[N+](C)C)C2N=CC=CC=2N=N1. The catalyst is C(#N)C. The product is [CH2:1]([C:8]1[CH:9]=[CH:10][C:11]([C:12]([NH:33][CH2:32][C:27]2([C:21]3[CH:22]=[CH:23][C:24]([O:25][CH3:26])=[C:19]([O:18][CH3:17])[CH:20]=3)[CH2:28][CH2:29][CH2:30][CH2:31]2)=[O:14])=[CH:15][CH:16]=1)[C:2]1[CH:3]=[CH:4][CH:5]=[CH:6][CH:7]=1. The yield is 0.561. (5) The reactants are C[O:2][C:3]([C@@H:5]1[CH2:9][C@@H:8]([OH:10])[CH2:7][N:6]1[C:11](=[O:28])[C@@H:12]([NH:20][C:21]([O:23][C:24]([CH3:27])([CH3:26])[CH3:25])=[O:22])[CH2:13][CH2:14][CH2:15][CH2:16][CH2:17][CH:18]=[CH2:19])=[O:4].CO.O.[OH-].[Li+]. The catalyst is C1COCC1. The product is [C:24]([O:23][C:21]([NH:20][C@@H:12]([CH2:13][CH2:14][CH2:15][CH2:16][CH2:17][CH:18]=[CH2:19])[C:11]([N:6]1[CH2:7][C@H:8]([OH:10])[CH2:9][C@H:5]1[C:3]([OH:4])=[O:2])=[O:28])=[O:22])([CH3:27])([CH3:26])[CH3:25]. The yield is 0.960.